From a dataset of Full USPTO retrosynthesis dataset with 1.9M reactions from patents (1976-2016). Predict the reactants needed to synthesize the given product. (1) Given the product [CH:22]1([CH2:21][C:20]2[N:27]=[N:28][C:3]3[C@:2]4([CH3:1])[C:8]([CH3:10])([CH3:9])[C@H:5]([C:4]=3[CH:19]=2)[CH2:6][CH2:7]4)[CH2:24][CH2:23]1, predict the reactants needed to synthesize it. The reactants are: [CH3:1][C@@:2]12[C:8]([CH3:10])([CH3:9])[C@@H:5]([CH2:6][CH2:7]1)[C:4](=O)[C:3]2=O.COP([CH2:19][C:20](=O)[CH2:21][CH:22]1[CH2:24][CH2:23]1)(=O)OC.O.[NH2:27][NH2:28]. (2) Given the product [F:22][C:23]([F:29])([F:28])[S:24]([N:12]1[CH2:11][CH2:10][CH:9]([NH:8][C:6](=[O:7])[O:5][C:2]([CH3:1])([CH3:3])[CH3:4])[CH2:14][CH2:13]1)(=[O:26])=[O:25], predict the reactants needed to synthesize it. The reactants are: [CH3:1][C:2]([O:5][C:6]([NH:8][CH:9]1[CH2:14][CH2:13][NH:12][CH2:11][CH2:10]1)=[O:7])([CH3:4])[CH3:3].C(N(CC)CC)C.[F:22][C:23]([F:29])([F:28])[S:24](Cl)(=[O:26])=[O:25].C(=O)(O)[O-].[Na+]. (3) The reactants are: [Br:1][C:2]1[CH:3]=[CH:4][C:5]([Cl:11])=[C:6]([CH:10]=1)[C:7]([OH:9])=O.C(Cl)(=O)C(Cl)=O.[Al+3].[Cl-].[Cl-].[Cl-].[Br:22][CH2:23][CH2:24][CH2:25][C:26]1[CH:31]=[CH:30][CH:29]=[CH:28][CH:27]=1. Given the product [Br:1][C:2]1[CH:3]=[CH:4][C:5]([Cl:11])=[C:6]([C:7]([C:29]2[CH:30]=[CH:31][C:26]([CH2:25][CH2:24][CH2:23][Br:22])=[CH:27][CH:28]=2)=[O:9])[CH:10]=1, predict the reactants needed to synthesize it. (4) Given the product [Br:65][C:66]1[C:60]([C@H:59]([OH:63])[CH2:61][OH:22])=[C:74]([CH3:78])[CH:73]=[C:72]2[C:67]=1[CH:68]=[CH:69][CH:70]=[N:71]2, predict the reactants needed to synthesize it. The reactants are: CC[C@H]1[C@H]2C[C@H]([C@H](OC3C4C(=CC=CC=4)C(O[C@H](C4C=CN=C5C=4C=C(OC)C=C5)[C@@H]4N5C[C@H](CC)[C@@H](CC5)C4)=NN=3)C3C=CN=C4C=3C=C([O:22]C)C=C4)N(CC2)C1.[C:59]([OH:63])(C)([CH3:61])[CH3:60].O.[Br:65][C:66]1C(C=C)=[C:74]([CH3:78])[CH:73]=[C:72]2[C:67]=1[CH:68]=[CH:69][CH:70]=[N:71]2. (5) Given the product [F:16][C:13]([F:14])([F:15])[C:8]([C:5]1[CH:4]=[CH:3][C:2]([N:1]2[CH2:24][CH2:23][NH:22][CH2:21][CH2:20]2)=[CH:7][CH:6]=1)([OH:17])[C:9]([F:10])([F:11])[F:12], predict the reactants needed to synthesize it. The reactants are: [NH2:1][C:2]1[CH:7]=[CH:6][C:5]([C:8]([OH:17])([C:13]([F:16])([F:15])[F:14])[C:9]([F:12])([F:11])[F:10])=[CH:4][CH:3]=1.Cl.Cl[CH2:20][CH2:21][NH:22][CH2:23][CH2:24]Cl.C(=O)([O-])[O-].[K+].[K+]. (6) The reactants are: Cl[C:2]1[CH:7]=[CH:6][N:5]([C:8]2[CH:13]=[CH:12][CH:11]=[CH:10][C:9]=2[CH3:14])[C:4](=O)[C:3]=1[C:16]#[N:17].[OH2:18].[NH2:19][NH2:20]. Given the product [NH2:17][C:16]1[C:3]2[C:4](=[O:18])[N:5]([C:8]3[CH:13]=[CH:12][CH:11]=[CH:10][C:9]=3[CH3:14])[CH:6]=[CH:7][C:2]=2[NH:20][N:19]=1, predict the reactants needed to synthesize it. (7) The reactants are: [CH2:1]([C@@:5]1([CH2:32][CH3:33])[NH:11][C@H:10]([C:12]2[CH:17]=[CH:16][CH:15]=[CH:14][CH:13]=2)[C:9]2[CH:18]=[C:19]([O:28][CH3:29])[C:20]([CH2:22][NH:23][C:24](=[O:27])[CH2:25]Cl)=[CH:21][C:8]=2[S:7](=[O:31])(=[O:30])[CH2:6]1)[CH2:2][CH2:3][CH3:4].C(=O)([O-])[O-].[K+].[K+].Cl.[CH3:41][O:42][C:43](=[O:46])[CH2:44][NH2:45].[I-].[K+]. Given the product [CH2:1]([C@@:5]1([CH2:32][CH3:33])[NH:11][C@H:10]([C:12]2[CH:17]=[CH:16][CH:15]=[CH:14][CH:13]=2)[C:9]2[CH:18]=[C:19]([O:28][CH3:29])[C:20]([CH2:22][NH:23][C:24](=[O:27])[CH2:25][NH:45][CH2:44][C:43]([O:42][CH3:41])=[O:46])=[CH:21][C:8]=2[S:7](=[O:31])(=[O:30])[CH2:6]1)[CH2:2][CH2:3][CH3:4], predict the reactants needed to synthesize it. (8) Given the product [Cl-:6].[CH2:1]([N+:3]([CH2:7][CH2:8][O:9][CH3:10])([CH3:5])[CH3:4])[CH3:2], predict the reactants needed to synthesize it. The reactants are: [CH2:1]([N:3]([CH3:5])[CH3:4])[CH3:2].[Cl:6][CH2:7][CH2:8][O:9][CH3:10].